This data is from Catalyst prediction with 721,799 reactions and 888 catalyst types from USPTO. The task is: Predict which catalyst facilitates the given reaction. (1) Reactant: C(S[C:6]1[CH:7]=[C:8]2[C:13](=[CH:14][C:15]=1[O:16][CH3:17])[N:12]=[CH:11][N:10]=[C:9]2[NH:18][C:19]1[CH:20]=[CH:21][C:22]2[S:26][CH:25]=[N:24][C:23]=2[CH:27]=1)(C)(C)C.O[O:29][S:30]([O-:32])=O.[K+].[C:34]([O-])(O)=O.[Na+].[CH2:39]1[CH2:43]OC[CH2:40]1. Product: [C:39]([S:30]([C:6]1[CH:7]=[C:8]2[C:13](=[CH:14][C:15]=1[O:16][CH3:17])[N:12]=[CH:11][N:10]=[C:9]2[NH:18][C:19]1[CH:20]=[CH:21][C:22]2[S:26][CH:25]=[N:24][C:23]=2[CH:27]=1)(=[O:32])=[O:29])([CH3:40])([CH3:43])[CH3:34]. The catalyst class is: 6. (2) Reactant: [OH:1][CH:2]([CH2:45][OH:46])[C:3]([N:5]1[CH2:10][CH2:9][C@H:8]([O:11][C:12]2[CH:19]=[CH:18][C:17]([C:20]3[N:25]=[C:24]([NH:26][C:27]4[CH:32]=[CH:31][C:30]([N:33]5[CH2:38][CH2:37][N:36]([CH:39]6[CH2:42][O:41][CH2:40]6)[CH2:35][CH2:34]5)=[C:29]([CH3:43])[CH:28]=4)[N:23]=[CH:22][N:21]=3)=[CH:16][C:13]=2[C:14]#[N:15])[C@H:7]([F:44])[CH2:6]1)=[O:4]. Product: [OH:1][C@@H:2]([CH2:45][OH:46])[C:3]([N:5]1[CH2:10][CH2:9][C@H:8]([O:11][C:12]2[CH:19]=[CH:18][C:17]([C:20]3[N:25]=[C:24]([NH:26][C:27]4[CH:32]=[CH:31][C:30]([N:33]5[CH2:34][CH2:35][N:36]([CH:39]6[CH2:40][O:41][CH2:42]6)[CH2:37][CH2:38]5)=[C:29]([CH3:43])[CH:28]=4)[N:23]=[CH:22][N:21]=3)=[CH:16][C:13]=2[C:14]#[N:15])[C@H:7]([F:44])[CH2:6]1)=[O:4]. The catalyst class is: 5. (3) Reactant: [CH2:1]([O:8][CH2:9][CH2:10][CH2:11][CH2:12][CH2:13]O)[C:2]1[CH:7]=[CH:6][CH:5]=[CH:4][CH:3]=1.C1(P(C2C=CC=CC=2)C2C=CC=CC=2)C=CC=CC=1.C(OC)(C)(C)C.C(Br)(Br)(Br)[Br:41]. Product: [CH2:1]([O:8][CH2:9][CH2:10][CH2:11][CH2:12][CH2:13][Br:41])[C:2]1[CH:7]=[CH:6][CH:5]=[CH:4][CH:3]=1. The catalyst class is: 81. (4) Reactant: [Cl:1][C:2]1[CH:7]=[C:6]([O:8]C)[CH:5]=[CH:4][C:3]=1[CH:10]([CH3:27])[C:11]([C:17]1[CH:18]=[N:19][C:20]2[C:25]([CH:26]=1)=[CH:24][CH:23]=[CH:22][CH:21]=2)([OH:16])[C:12]([F:15])([F:14])[F:13].C([O-])([O-])=O.[Na+].[Na+]. Product: [Cl:1][C:2]1[CH:7]=[C:6]([OH:8])[CH:5]=[CH:4][C:3]=1[CH:10]([CH3:27])[C:11]([OH:16])([C:17]1[CH:18]=[N:19][C:20]2[C:25]([CH:26]=1)=[CH:24][CH:23]=[CH:22][CH:21]=2)[C:12]([F:14])([F:13])[F:15]. The catalyst class is: 201. (5) Reactant: [H-].[Na+].CO[C:5](=O)[C:6]1[CH:11]=[CH:10][CH:9]=[C:8]([O:12][CH2:13][CH2:14][CH2:15][N:16]2[CH2:21][CH2:20][CH2:19][CH2:18][CH2:17]2)[CH:7]=1.C([N:25]1C[CH2:28][CH2:27][C:26]1=O)=C.Cl.[OH-].[Na+]. Product: [N:25]1[CH2:26][CH2:27][CH2:28][C:5]=1[C:6]1[CH:7]=[C:8]([CH:9]=[CH:10][CH:11]=1)[O:12][CH2:13][CH2:14][CH2:15][N:16]1[CH2:21][CH2:20][CH2:19][CH2:18][CH2:17]1. The catalyst class is: 20.